From a dataset of Full USPTO retrosynthesis dataset with 1.9M reactions from patents (1976-2016). Predict the reactants needed to synthesize the given product. (1) Given the product [Cl:13][C:9]1[C:8]2[C:12](=[C:4]([N+:1]([O-:3])=[O:2])[CH:5]=[CH:6][CH:7]=2)[NH:11][CH:10]=1, predict the reactants needed to synthesize it. The reactants are: [N+:1]([C:4]1[CH:5]=[CH:6][CH:7]=[C:8]2[C:12]=1[NH:11][CH:10]=[CH:9]2)([O-:3])=[O:2].[Cl:13]N1C(=O)CCC1=O.C(=O)(O)[O-].[Na+]. (2) Given the product [OH:21][CH2:20][C:19]([CH3:24])([CH3:23])[C:18]([NH:16][CH2:15][CH2:14][NH:13][S:10]([C:5]1[CH:6]=[CH:7][CH:8]=[CH:9][C:4]=1[N+:1]([O-:3])=[O:2])(=[O:12])=[O:11])=[O:17], predict the reactants needed to synthesize it. The reactants are: [N+:1]([C:4]1[CH:9]=[CH:8][CH:7]=[CH:6][C:5]=1[S:10]([NH:13][CH2:14][CH2:15][NH2:16])(=[O:12])=[O:11])([O-:3])=[O:2].[OH:17][CH2:18][C:19]([CH3:24])([CH3:23])[C:20](O)=[O:21].CCN=C=NCCCN(C)C.C1C=CC2N(O)N=NC=2C=1. (3) Given the product [CH2:41]([O:43][C:44]([C:46]1[C:47]2[S:55][CH:54]=[C:53]([CH2:56][O:20][C:16]3[CH:17]=[CH:18][CH:19]=[C:14]([O:13][CH2:12][C:11]4[CH:21]=[CH:22][C:8]([Cl:7])=[CH:9][CH:10]=4)[CH:15]=3)[C:48]=2[C:49]([Cl:52])=[N:50][CH:51]=1)=[O:45])[CH3:42], predict the reactants needed to synthesize it. The reactants are: C(=O)([O-])[O-].[K+].[K+].[Cl:7][C:8]1[CH:22]=[CH:21][C:11]([CH2:12][O:13][C:14]2[CH:15]=[C:16]([OH:20])[CH:17]=[CH:18][CH:19]=2)=[CH:10][CH:9]=1.C1OCCOCCOCCOCCOCCOC1.[CH2:41]([O:43][C:44]([C:46]1[C:47]2[S:55][CH:54]=[C:53]([CH2:56]Br)[C:48]=2[C:49]([Cl:52])=[N:50][CH:51]=1)=[O:45])[CH3:42]. (4) Given the product [Cl:1][C:2]1[CH:3]=[C:4]([CH:8]=[CH:9][C:10]=1[F:11])[C:5]([NH:13][CH2:14][C:15]1[CH:26]=[CH:25][C:24]([C:27]#[N:28])=[CH:23][C:16]=1[O:17][CH2:18][C:19](=[O:20])[NH:21][CH3:22])=[O:7], predict the reactants needed to synthesize it. The reactants are: [Cl:1][C:2]1[CH:3]=[C:4]([CH:8]=[CH:9][C:10]=1[F:11])[C:5]([OH:7])=O.Cl.[NH2:13][CH2:14][C:15]1[CH:26]=[CH:25][C:24]([C:27]#[N:28])=[CH:23][C:16]=1[O:17][CH2:18][C:19]([NH:21][CH3:22])=[O:20].